Dataset: Hepatocyte clearance measurements from AstraZeneca. Task: Regression/Classification. Given a drug SMILES string, predict its absorption, distribution, metabolism, or excretion properties. Task type varies by dataset: regression for continuous measurements (e.g., permeability, clearance, half-life) or binary classification for categorical outcomes (e.g., BBB penetration, CYP inhibition). For this dataset (clearance_hepatocyte_az), we predict log10(clearance) (log10 of the in vitro intrinsic clearance, CLint, in uL/min per 10^6 hepatocytes; values are censored to the assay range of 3 to 150, which is 0.477 to 2.18 on this log10 scale). The compound is O=C(CN1CCOCC1)Nc1ccc(-c2cccc3c(=O)cc(N4CCOCC4)oc23)cc1OCCN1CCCC1. The log10(clearance) is 0.740.